This data is from Full USPTO retrosynthesis dataset with 1.9M reactions from patents (1976-2016). The task is: Predict the reactants needed to synthesize the given product. (1) Given the product [C:14]([O:13][C:11]([NH:10][CH2:9][CH2:8][C@H:3]([NH:2][C:31]([C:27]1[C:26](=[O:34])[N:25]([CH:24]([C:18]2[CH:23]=[CH:22][CH:21]=[CH:20][CH:19]=2)[C:35]2[CH:36]=[CH:37][CH:38]=[CH:39][CH:40]=2)[CH:30]=[CH:29][CH:28]=1)=[O:32])[C:4]([O:6][CH3:7])=[O:5])=[O:12])([CH3:17])([CH3:16])[CH3:15], predict the reactants needed to synthesize it. The reactants are: Cl.[NH2:2][C@@H:3]([CH2:8][CH2:9][NH:10][C:11]([O:13][C:14]([CH3:17])([CH3:16])[CH3:15])=[O:12])[C:4]([O:6][CH3:7])=[O:5].[C:18]1([CH:24]([C:35]2[CH:40]=[CH:39][CH:38]=[CH:37][CH:36]=2)[N:25]2[CH:30]=[CH:29][CH:28]=[C:27]([C:31](O)=[O:32])[C:26]2=[O:34])[CH:23]=[CH:22][CH:21]=[CH:20][CH:19]=1.C(N(C(C)C)CC)(C)C.CN(C(ON1N=NC2C=CC=CC1=2)=[N+](C)C)C.F[P-](F)(F)(F)(F)F. (2) Given the product [CH2:31]([S:30][C:27]1[S:26][C:25]([NH:24][C:21]([C:19]2[CH:18]=[CH:17][C:16]3[N:12]([CH2:11][CH2:10][CH2:9][NH2:8])[CH:13]=[N:14][C:15]=3[CH:20]=2)=[O:23])=[N:29][N:28]=1)[CH3:32], predict the reactants needed to synthesize it. The reactants are: C(OC([NH:8][CH2:9][CH2:10][CH2:11][N:12]1[C:16]2[CH:17]=[CH:18][C:19]([C:21]([OH:23])=O)=[CH:20][C:15]=2[N:14]=[CH:13]1)=O)(C)(C)C.[NH2:24][C:25]1[S:26][C:27]([S:30][CH2:31][CH3:32])=[N:28][N:29]=1. (3) Given the product [CH:1]1([CH2:6][CH:7]([N:11]2[C:19]3[C:14](=[CH:15][CH:16]=[CH:17][CH:18]=3)[C:13](=[O:20])[C:12]2=[O:21])[C:8]([NH:27][C:23]2[S:22][CH:26]=[CH:25][N:24]=2)=[O:10])[CH2:2][CH2:3][CH2:4][CH2:5]1, predict the reactants needed to synthesize it. The reactants are: [CH:1]1([CH2:6][CH:7]([N:11]2[C:19]3[C:14](=[CH:15][CH:16]=[CH:17][CH:18]=3)[C:13](=[O:20])[C:12]2=[O:21])[C:8]([OH:10])=O)[CH2:5][CH2:4][CH2:3][CH2:2]1.[S:22]1[CH:26]=[CH:25][N:24]=[C:23]1[NH2:27].C(N(CC)C(C)C)(C)C.F[P-](F)(F)(F)(F)F.N1(O[P+](N(C)C)(N(C)C)N(C)C)C2C=CC=CC=2N=N1. (4) Given the product [CH3:17][N:18]([CH:20]=[C:9]1[CH2:8][C:7](=[O:12])[NH:6][C:5]2[CH:13]=[CH:14][C:2]([I:1])=[CH:3][C:4]=2[C:10]1=[O:11])[CH3:19], predict the reactants needed to synthesize it. The reactants are: [I:1][C:2]1[CH:14]=[CH:13][C:5]2[NH:6][C:7](=[O:12])[CH2:8][CH2:9][C:10](=[O:11])[C:4]=2[CH:3]=1.CO[CH:17](OC)[N:18]([CH3:20])[CH3:19].CCOCC. (5) The reactants are: [CH3:1][O:2][C:3]1[CH:8]=[CH:7][C:6]([NH:9][C:10]2[C:11]([NH2:16])=[CH:12][CH:13]=[CH:14][CH:15]=2)=[C:5]([CH3:17])[CH:4]=1.[Cl:18][C:19]1[CH:27]=[CH:26][CH:25]=[CH:24][C:20]=1[C:21](O)=[O:22].C(N(CC)CC)C.CCCP1(OP(CCC)(=O)OP(CCC)(=O)O1)=O. Given the product [Cl:18][C:19]1[CH:27]=[CH:26][CH:25]=[CH:24][C:20]=1[C:21]([NH:16][C:11]1[CH:12]=[CH:13][CH:14]=[CH:15][C:10]=1[NH:9][C:6]1[CH:7]=[CH:8][C:3]([O:2][CH3:1])=[CH:4][C:5]=1[CH3:17])=[O:22], predict the reactants needed to synthesize it.